Dataset: Forward reaction prediction with 1.9M reactions from USPTO patents (1976-2016). Task: Predict the product of the given reaction. (1) Given the reactants [C:1]([O:5][C:6]([N:8]1[C:16]2[C:11](=[CH:12][CH:13]=[C:14]([N+:17]([O-:19])=[O:18])[CH:15]=2)[C:10](I)=[N:9]1)=[O:7])([CH3:4])([CH3:3])[CH3:2].[C:21]([O:25][C:26]([N:28]1[CH:32]=[CH:31][CH:30]=[C:29]1B(O)O)=[O:27])([CH3:24])([CH3:23])[CH3:22], predict the reaction product. The product is: [C:1]([O:5][C:6]([N:8]1[C:16]2[C:11](=[CH:12][CH:13]=[C:14]([N+:17]([O-:19])=[O:18])[CH:15]=2)[C:10]([C:29]2[N:28]([C:26]([O:25][C:21]([CH3:24])([CH3:23])[CH3:22])=[O:27])[CH:32]=[CH:31][CH:30]=2)=[N:9]1)=[O:7])([CH3:4])([CH3:3])[CH3:2]. (2) Given the reactants Cl[C:2]1[C:7]2[C:8]([C:11]([C:13]3[CH:18]=[CH:17][C:16]([O:19][CH3:20])=[CH:15][CH:14]=3)=[O:12])=[CH:9][O:10][C:6]=2[C:5]([Cl:21])=[CH:4][C:3]=1[OH:22].CC(OI1(OC(C)=O)(OC(C)=O)OC(=O)C2C=CC=CC1=2)=[O:25], predict the reaction product. The product is: [Cl:21][C:5]1[C:6]2[O:10][CH:9]=[C:8]([C:11](=[O:12])[C:13]3[CH:18]=[CH:17][C:16]([O:19][CH3:20])=[CH:15][CH:14]=3)[C:7]=2[C:2](=[O:25])[C:3](=[O:22])[CH:4]=1. (3) Given the reactants [C:1]([O:5][C:6]([NH:8][C@@H:9]1[CH2:14][CH2:13][N:12](C(OCC2C=CC=CC=2)=O)[CH2:11][C@H:10]1[O:25][Si:26]([C:29]([CH3:32])([CH3:31])[CH3:30])([CH3:28])[CH3:27])=[O:7])([CH3:4])([CH3:3])[CH3:2], predict the reaction product. The product is: [C:1]([O:5][C:6](=[O:7])[NH:8][C@@H:9]1[CH2:14][CH2:13][NH:12][CH2:11][C@H:10]1[O:25][Si:26]([C:29]([CH3:32])([CH3:31])[CH3:30])([CH3:27])[CH3:28])([CH3:4])([CH3:2])[CH3:3]. (4) Given the reactants Cl.[F:2][C:3]1[CH:11]=[CH:10][C:6]([C:7]([OH:9])=O)=[C:5]([C:12]2[CH:17]=[CH:16][N:15]=[CH:14][CH:13]=2)[CH:4]=1.[N:18]1[CH:23]=[CH:22][CH:21]=[CH:20][C:19]=1[CH2:24][C:25]1([OH:31])[CH2:30][CH2:29][NH:28][CH2:27][CH2:26]1.CN(C(ON1N=NC2C=CC=NC1=2)=[N+](C)C)C.F[P-](F)(F)(F)(F)F.C(N(CC)CC)C, predict the reaction product. The product is: [F:2][C:3]1[CH:11]=[CH:10][C:6]([C:7]([N:28]2[CH2:29][CH2:30][C:25]([OH:31])([CH2:24][C:19]3[CH:20]=[CH:21][CH:22]=[CH:23][N:18]=3)[CH2:26][CH2:27]2)=[O:9])=[C:5]([C:12]2[CH:17]=[CH:16][N:15]=[CH:14][CH:13]=2)[CH:4]=1. (5) Given the reactants [O:1]([CH2:8][C@@H:9]([OH:44])[CH2:10][N:11]([CH2:19][CH2:20][CH:21]([C:33]1[CH:38]=[CH:37][C:36]([NH:39][C:40]([O:42][CH3:43])=[O:41])=[CH:35][CH:34]=1)[C:22]1[CH:27]=[CH:26][C:25]([NH:28][C:29]([O:31][CH3:32])=[O:30])=[CH:24][CH:23]=1)CC1C=CC=CC=1)[C:2]1[CH:7]=[CH:6][CH:5]=[CH:4][CH:3]=1, predict the reaction product. The product is: [O:1]([CH2:8][C@@H:9]([OH:44])[CH2:10][NH:11][CH2:19][CH2:20][CH:21]([C:22]1[CH:23]=[CH:24][C:25]([NH:28][C:29]([O:31][CH3:32])=[O:30])=[CH:26][CH:27]=1)[C:33]1[CH:38]=[CH:37][C:36]([NH:39][C:40]([O:42][CH3:43])=[O:41])=[CH:35][CH:34]=1)[C:2]1[CH:7]=[CH:6][CH:5]=[CH:4][CH:3]=1. (6) Given the reactants [CH3:1][O:2][C:3]([C:5]1[CH:14]=[C:13]([OH:15])[C:12]2[C:7](=[CH:8][CH:9]=[C:10]([F:16])[CH:11]=2)[CH:6]=1)=[O:4].C([O-])([O-])=O.[K+].[K+].[CH2:23](Br)[C:24]1[CH:29]=[CH:28][CH:27]=[CH:26][CH:25]=1.C(OCC)(=O)C, predict the reaction product. The product is: [CH3:1][O:2][C:3]([C:5]1[CH:14]=[C:13]([O:15][CH2:23][C:24]2[CH:29]=[CH:28][CH:27]=[CH:26][CH:25]=2)[C:12]2[C:7](=[CH:8][CH:9]=[C:10]([F:16])[CH:11]=2)[CH:6]=1)=[O:4]. (7) Given the reactants Cl[C:2]1[CH:7]=[C:6]([O:8][C:9]2[C:10]([CH3:20])=[CH:11][C:12]([NH:16][C:17](=[O:19])[CH3:18])=[N:13][C:14]=2[CH3:15])[CH:5]=[CH:4][N:3]=1.[CH3:21][N:22]1[CH:26]=[C:25](B2OC(C)(C)C(C)(C)O2)[CH:24]=[N:23]1.C([O-])([O-])=O.[K+].[K+], predict the reaction product. The product is: [CH3:20][C:10]1[C:9]([O:8][C:6]2[CH:5]=[CH:4][N:3]=[C:2]([C:25]3[CH:24]=[N:23][N:22]([CH3:21])[CH:26]=3)[CH:7]=2)=[C:14]([CH3:15])[N:13]=[C:12]([NH:16][C:17](=[O:19])[CH3:18])[CH:11]=1. (8) Given the reactants CN(C)/[CH:3]=[CH:4]/[C:5]([C:7]1[C:12](=[O:13])[CH:11]=[CH:10][N:9]([C:14]2[CH:19]=[CH:18][C:17]([O:20][C:21]([F:24])([F:23])[F:22])=[CH:16][CH:15]=2)[N:8]=1)=O.[NH:26]([C:28]1[CH:29]=[C:30]([NH:34][C:35](=[O:37])[CH3:36])[CH:31]=[CH:32][CH:33]=1)[NH2:27], predict the reaction product. The product is: [O:13]=[C:12]1[CH:11]=[CH:10][N:9]([C:14]2[CH:15]=[CH:16][C:17]([O:20][C:21]([F:23])([F:22])[F:24])=[CH:18][CH:19]=2)[N:8]=[C:7]1[C:5]1[N:26]([C:28]2[CH:29]=[C:30]([NH:34][C:35](=[O:37])[CH3:36])[CH:31]=[CH:32][CH:33]=2)[N:27]=[CH:3][CH:4]=1. (9) Given the reactants [Li+].C[CH:3]([N-:5][CH:6]([CH3:8])C)[CH3:4].[F:9][C:10]1[CH:11]=[N:12][CH:13]=[CH:14][CH:15]=1.[NH4+].[Cl-].C1C[O:21][CH2:20][CH2:19]1, predict the reaction product. The product is: [F:9][C:10]1[CH:11]=[N:12][CH:13]=[CH:14][C:15]=1[CH:20]([CH:19]1[CH2:4][CH2:3][NH:5][CH2:6][CH2:8]1)[OH:21]. (10) Given the reactants [N:1]1[CH:2]=[N:3][N:4]2[CH:9]=[C:8]([CH2:10][C:11]([C:13]3[CH:18]=[CH:17][CH:16]=[C:15]([CH3:19])[N:14]=3)=[O:12])[CH:7]=[CH:6][C:5]=12.Br.C([O-])([O-])=[O:22].[K+].[K+], predict the reaction product. The product is: [N:1]1[CH:2]=[N:3][N:4]2[CH:9]=[C:8]([C:10](=[O:22])[C:11]([C:13]3[CH:18]=[CH:17][CH:16]=[C:15]([CH3:19])[N:14]=3)=[O:12])[CH:7]=[CH:6][C:5]=12.